Predict the reactants needed to synthesize the given product. From a dataset of Full USPTO retrosynthesis dataset with 1.9M reactions from patents (1976-2016). (1) Given the product [CH3:1][O:2][C:3](=[O:30])[CH2:4][C:5]1[CH:6]=[C:7]([C:13]2[CH:18]=[CH:17][C:16]([C:19]([F:20])([F:21])[F:22])=[CH:15][C:14]=2[CH2:23][N:24]([C:31](=[O:33])[CH3:32])[CH2:25][C:26]([F:29])([F:28])[F:27])[C:8]([O:11][CH3:12])=[CH:9][CH:10]=1, predict the reactants needed to synthesize it. The reactants are: [CH3:1][O:2][C:3](=[O:30])[CH2:4][C:5]1[CH:6]=[C:7]([C:13]2[CH:18]=[CH:17][C:16]([C:19]([F:22])([F:21])[F:20])=[CH:15][C:14]=2[CH2:23][NH:24][CH2:25][C:26]([F:29])([F:28])[F:27])[C:8]([O:11][CH3:12])=[CH:9][CH:10]=1.[C:31](Cl)(=[O:33])[CH3:32]. (2) Given the product [C:1]([NH:4][C:5]1[C:14]([Cl:15])=[CH:13][C:8]([C:9]([OH:11])=[O:10])=[C:7]([O:16][CH3:17])[CH:6]=1)(=[O:3])[CH3:2], predict the reactants needed to synthesize it. The reactants are: [C:1]([NH:4][C:5]1[C:14]([Cl:15])=[CH:13][C:8]([C:9]([O:11]C)=[O:10])=[C:7]([O:16][CH3:17])[CH:6]=1)(=[O:3])[CH3:2].[OH-].[Na+]. (3) Given the product [F:1][C:2]1[CH:7]=[CH:6][C:5]([C:8]2[O:9][CH:10]=[C:11]([C:13]3([CH2:20][NH:21][C:32](=[O:33])[C:31]4[CH:35]=[CH:36][CH:37]=[C:29]([C:26]5[N:25]=[C:24]([C:23]([F:39])([F:38])[F:22])[O:28][N:27]=5)[CH:30]=4)[CH2:14][CH2:15][N:16]([CH3:19])[CH2:17][CH2:18]3)[N:12]=2)=[CH:4][CH:3]=1, predict the reactants needed to synthesize it. The reactants are: [F:1][C:2]1[CH:7]=[CH:6][C:5]([C:8]2[O:9][CH:10]=[C:11]([C:13]3([CH2:20][NH2:21])[CH2:18][CH2:17][N:16]([CH3:19])[CH2:15][CH2:14]3)[N:12]=2)=[CH:4][CH:3]=1.[F:22][C:23]([F:39])([F:38])[C:24]1[O:28][N:27]=[C:26]([C:29]2[CH:30]=[C:31]([CH:35]=[CH:36][CH:37]=2)[C:32](O)=[O:33])[N:25]=1. (4) Given the product [CH2:1]([O:3][P:4]([CH:9]=[C:10]1[NH:16][CH2:15][CH2:14][NH:13][C:12]2[C:18]([Cl:32])=[CH:19][CH:20]=[CH:21][C:11]1=2)(=[O:8])[O:5][CH2:6][CH3:7])[CH3:2], predict the reactants needed to synthesize it. The reactants are: [CH2:1]([O:3][P:4]([CH:9]=[C:10]1[NH:16][CH2:15][CH2:14][N:13](C)[C:12]2[CH:18]=[CH:19][CH:20]=[CH:21][C:11]1=2)(=[O:8])[O:5][CH2:6][CH3:7])[CH3:2].FC1C([Cl:32])=CC=CC=1C(O)=O.CNCCN.C(N)CN. (5) Given the product [C:56]([C@:5]1([CH3:55])[CH2:6][C@@H:7]2[C@@:2]([CH3:1])([CH2:24][CH2:23][C@:22]3([CH3:25])[C:8]2=[CH:9][C:10](=[O:11])[C@H:12]2[C@@:21]3([CH3:26])[CH2:20][CH2:19][C@@H:18]3[C@:13]2([CH3:54])[CH2:14][CH2:15][C@H:16]([O:29][C:30]([C:31]2[CH2:32][CH2:33][CH2:34][C:36]=2[C:64]([OH:66])=[O:65])=[O:35])[C:17]3([CH3:27])[CH3:28])[CH2:3][CH2:4]1)([OH:58])=[O:57], predict the reactants needed to synthesize it. The reactants are: [CH3:1][C@@:2]12[CH2:24][CH2:23][C@:22]3([CH3:25])[C:8](=[CH:9][C:10]([C@H:12]4[C@@:21]3([CH3:26])[CH2:20][CH2:19][C@@H:18]3[C@:13]4([CH3:54])[CH2:14][CH2:15][C@H:16]([O:29][C@H:30]4[O:35][C@H:34]([C:36](O)=O)[C@@H:33](O)[C@H:32](O)[C@H:31]4O[C@@H]4O[C@H](C(O)=O)[C@@H](O)[C@H](O)[C@H]4O)[C:17]3([CH3:28])[CH3:27])=[O:11])[C@@H:7]1[CH2:6][C@:5]([C:56]([OH:58])=[O:57])([CH3:55])[CH2:4][CH2:3]2.C12C(=O)[O:66][C:64](=[O:65])C=1CCC2.Cl.